From a dataset of Forward reaction prediction with 1.9M reactions from USPTO patents (1976-2016). Predict the product of the given reaction. (1) Given the reactants [C:1]([C:3]1[CH:8]=[CH:7][C:6]([C:9]2[N:10]=[C:11]([NH:14][C:15](=[O:34])[C@@H:16]([NH:23][C:24]([C@H:26]3[O:28][C@@H:27]3[C:29]([O:31]CC)=[O:30])=[O:25])[CH2:17][C:18]3[N:19]=[CH:20][S:21][CH:22]=3)[S:12][CH:13]=2)=[CH:5][CH:4]=1)#[CH:2].[Li+].[OH-], predict the reaction product. The product is: [C:1]([C:3]1[CH:4]=[CH:5][C:6]([C:9]2[N:10]=[C:11]([NH:14][C:15](=[O:34])[C@@H:16]([NH:23][C:24]([C@H:26]3[O:28][C@@H:27]3[C:29]([OH:31])=[O:30])=[O:25])[CH2:17][C:18]3[N:19]=[CH:20][S:21][CH:22]=3)[S:12][CH:13]=2)=[CH:7][CH:8]=1)#[CH:2]. (2) Given the reactants [Br:1][C:2]1[S:6][C:5]([CH:7]([OH:12])[C:8]([F:11])([F:10])[F:9])=[CH:4][CH:3]=1.CC(OI1(OC(C)=O)(OC(C)=O)OC(=O)C2C=CC=CC1=2)=O, predict the reaction product. The product is: [Br:1][C:2]1[S:6][C:5]([C:7](=[O:12])[C:8]([F:9])([F:10])[F:11])=[CH:4][CH:3]=1. (3) Given the reactants [Cl:1][C:2]1[CH:7]=[C:6]2[NH:8][C:9](=[O:32])[C:10]3([CH:15]([C:16]4[CH:21]=[CH:20][CH:19]=[C:18]([Cl:22])[CH:17]=4)[CH2:14][C:13](=O)[NH:12][CH:11]3[C:24]3[CH:29]=[CH:28][CH:27]=[C:26]([O:30][CH3:31])[CH:25]=3)[C:5]2=[CH:4][CH:3]=1.[BH4-].[Na+], predict the reaction product. The product is: [Cl:1][C:2]1[CH:7]=[C:6]2[NH:8][C:9](=[O:32])[C:10]3([CH:15]([C:16]4[CH:21]=[CH:20][CH:19]=[C:18]([Cl:22])[CH:17]=4)[CH2:14][CH2:13][NH:12][CH:11]3[C:24]3[CH:29]=[CH:28][CH:27]=[C:26]([O:30][CH3:31])[CH:25]=3)[C:5]2=[CH:4][CH:3]=1. (4) Given the reactants [CH3:1][NH:2][C:3]1[N:8]=[C:7]([N:9]2[CH2:14][CH2:13][N:12]([CH3:15])[CH2:11][CH2:10]2)[N:6]=[C:5]([N:16]2[CH2:24][C:23]3[C:18](=[CH:19][CH:20]=[C:21]([C:25]([O:27]C)=[O:26])[CH:22]=3)[CH2:17]2)[N:4]=1.[OH-].[Na+], predict the reaction product. The product is: [CH3:1][NH:2][C:3]1[N:8]=[C:7]([N:9]2[CH2:10][CH2:11][N:12]([CH3:15])[CH2:13][CH2:14]2)[N:6]=[C:5]([N:16]2[CH2:24][C:23]3[C:18](=[CH:19][CH:20]=[C:21]([C:25]([OH:27])=[O:26])[CH:22]=3)[CH2:17]2)[N:4]=1.